This data is from Forward reaction prediction with 1.9M reactions from USPTO patents (1976-2016). The task is: Predict the product of the given reaction. (1) Given the reactants C([O-])([O-])=O.[Na+].[Na+].C[O:8][C:9]([C:11]1[CH:16]=[CH:15][C:14](B(O)O)=[CH:13][CH:12]=1)=[O:10].[C:20]([O:24][C:25]([N:27]1[CH2:32][CH2:31][CH:30]([N:33]([C:37]([C:39]2[CH:40]=[N:41][C:42](Cl)=[N:43][CH:44]=2)=[O:38])[CH:34]2[CH2:36][CH2:35]2)[CH2:29][CH2:28]1)=[O:26])([CH3:23])([CH3:22])[CH3:21], predict the reaction product. The product is: [C:20]([O:24][C:25]([N:27]1[CH2:28][CH2:29][CH:30]([N:33]([C:37]([C:39]2[CH:40]=[N:41][C:42]([C:14]3[CH:15]=[CH:16][C:11]([C:9]([OH:8])=[O:10])=[CH:12][CH:13]=3)=[N:43][CH:44]=2)=[O:38])[CH:34]2[CH2:36][CH2:35]2)[CH2:31][CH2:32]1)=[O:26])([CH3:23])([CH3:21])[CH3:22]. (2) Given the reactants [CH3:1][O:2][C:3]1[CH:4]=[C:5]([CH:20]=[O:21])[C:6]2[O:10][C:9]([C:11]3[CH:16]=[CH:15][C:14]([O:17][CH3:18])=[CH:13][CH:12]=3)=[CH:8][C:7]=2[CH:19]=1.C[Si]([C:26]([F:29])([F:28])[F:27])(C)C.CCCC[N+](CCCC)(CCCC)CCCC.[F-].Cl, predict the reaction product. The product is: [F:27][C:26]([F:29])([F:28])[CH:20]([C:5]1[C:6]2[O:10][C:9]([C:11]3[CH:12]=[CH:13][C:14]([O:17][CH3:18])=[CH:15][CH:16]=3)=[CH:8][C:7]=2[CH:19]=[C:3]([O:2][CH3:1])[CH:4]=1)[OH:21].